From a dataset of Forward reaction prediction with 1.9M reactions from USPTO patents (1976-2016). Predict the product of the given reaction. (1) Given the reactants [NH:1]1[CH:5]=[CH:4][N:3]=[CH:2]1.[H+].[B-:7]([F:11])([F:10])([F:9])[F:8], predict the reaction product. The product is: [F:8][B-:7]([F:11])([F:10])[F:9].[NH+:1]1[CH:5]=[CH:4][NH:3][CH:2]=1. (2) Given the reactants [CH:1]1([C:4]#[C:5][C:6]2([C:24]([F:27])([F:26])[F:25])[O:11][C:10](=[O:12])[NH:9][C:8]3[CH:13]=[CH:14][C:15]([O:17]COCCOC)=[CH:16][C:7]2=3)[CH2:3][CH2:2]1.FC(F)(F)C(O)=O, predict the reaction product. The product is: [CH:1]1([C:4]#[C:5][C:6]2([C:24]([F:26])([F:27])[F:25])[O:11][C:10](=[O:12])[NH:9][C:8]3[CH:13]=[CH:14][C:15]([OH:17])=[CH:16][C:7]2=3)[CH2:3][CH2:2]1. (3) Given the reactants [CH3:1][O:2][C:3]1[CH:11]=[CH:10][C:9]([O:12][CH3:13])=[CH:8][C:4]=1[C:5]([OH:7])=O.[C:14](Cl)(=[O:18])C(Cl)=O.[CH3:20][N:21](C=O)C.C(N(CC)CC)C, predict the reaction product. The product is: [CH3:14][O:18][N:21]([CH3:20])[C:5](=[O:7])[C:4]1[CH:8]=[C:9]([O:12][CH3:13])[CH:10]=[CH:11][C:3]=1[O:2][CH3:1]. (4) Given the reactants [CH:1]([OH:3])=O.[C:4]([OH:9])(=[O:8])[C:5]([CH3:7])=[O:6].C(O)(=O)[C@@H](C)[OH:12].C([O-])(=O)C(CC([O-])=O)O.N.N[C@H](C(O)=O)CC(O)=O.N[C@H](C(O)=O)CC(=O)O.C1N=C(N)C2N=CN([C@@H:72]3[O:73][C@H:69]([CH2:68][O:67]P(OP([O:67][CH2:68][C@H:69]4[O:73][C@@H:72](N5C=C(C(N)=O)CC=C5)[C@H:71]([OH:83])[C@@H:70]4[OH:84])(O)=O)(O)=O)[C@@H:70]([OH:84])[C@H:71]3[OH:83])C=2N=1, predict the reaction product. The product is: [C:4]([OH:9])(=[O:8])[C@@H:5]([CH3:7])[OH:6].[O:12]=[CH:72][C@@H:71]([C@H:70]([C@@H:69]([C@@H:68]([CH2:1][OH:3])[OH:67])[OH:73])[OH:84])[OH:83]. (5) Given the reactants [Cl:1][C:2]1[C:3]([O:10][CH3:11])=[C:4]([NH2:9])[C:5]([NH2:8])=[N:6][CH:7]=1.[N:12]1([CH2:18][CH2:19][O:20][C:21]2[CH:28]=[CH:27][C:24]([CH:25]=O)=[CH:23][CH:22]=2)[CH2:17][CH2:16][CH2:15][CH2:14][CH2:13]1, predict the reaction product. The product is: [Cl:1][C:2]1[C:3]([O:10][CH3:11])=[C:4]2[N:9]=[C:25]([C:24]3[CH:23]=[CH:22][C:21]([O:20][CH2:19][CH2:18][N:12]4[CH2:17][CH2:16][CH2:15][CH2:14][CH2:13]4)=[CH:28][CH:27]=3)[NH:8][C:5]2=[N:6][CH:7]=1.